Dataset: Tyrosyl-DNA phosphodiesterase HTS with 341,365 compounds. Task: Binary Classification. Given a drug SMILES string, predict its activity (active/inactive) in a high-throughput screening assay against a specified biological target. The compound is O(c1cc(CC(=O)Nc2nc(ccc2)C)ccc1OC)C. The result is 0 (inactive).